Predict the product of the given reaction. From a dataset of Forward reaction prediction with 1.9M reactions from USPTO patents (1976-2016). (1) Given the reactants [CH:1]1([NH2:6])[CH2:5][CH2:4][CH2:3][CH2:2]1.[CH2:7]([O:9][C:10](Cl)=[O:11])[CH3:8].C([O-])([O-])=O.[K+].[K+], predict the reaction product. The product is: [CH2:7]([O:9][C:10](=[O:11])[NH:6][CH:1]1[CH2:5][CH2:4][CH2:3][CH2:2]1)[CH3:8]. (2) Given the reactants Cl.[Cl:2][C:3]1[C:8]([Cl:9])=[CH:7][CH:6]=[CH:5][C:4]=1[N:10]1[CH2:15][CH2:14][N:13](C(OC(C)(C)C)=O)[CH2:12][CH2:11]1, predict the reaction product. The product is: [ClH:2].[Cl:2][C:3]1[C:8]([Cl:9])=[CH:7][CH:6]=[CH:5][C:4]=1[N:10]1[CH2:15][CH2:14][NH:13][CH2:12][CH2:11]1. (3) Given the reactants Br[C:2]1[CH:10]=[CH:9][CH:8]=[CH:7][C:3]=1[C:4]([OH:6])=[O:5].[CH2:16]([Mg][CH2:16][CH2:17][CH2:18][CH3:19])[CH2:17][CH2:18][CH3:19].[CH3:16][CH2:17][CH2:18][CH2:19]CCC.C([Li])CCC.CCCCCC.[CH2:38]([N:45]1CCC(=O)C[CH2:46]1)[C:39]1[CH:44]=[CH:43][CH:42]=[CH:41][CH:40]=1.C(O)(=O)C.C(=O)([O-])[O-].[K+].[K+].[ClH:62].C(OCC)(=O)C, predict the reaction product. The product is: [ClH:62].[CH2:38]([N:45]1[CH2:16][CH2:17][C:18]2([C:2]3[C:3](=[CH:7][CH:8]=[CH:9][CH:10]=3)[C:4](=[O:5])[O:6]2)[CH2:19][CH2:46]1)[C:39]1[CH:44]=[CH:43][CH:42]=[CH:41][CH:40]=1. (4) Given the reactants [C:1]1([C:7]2[CH:12]=[C:11]([C:13]3[N:17]4[CH:18]=[CH:19][C:20]([CH:22]5[CH2:27][CH2:26][NH:25][CH2:24][CH2:23]5)=[CH:21][C:16]4=[N:15][CH:14]=3)[CH:10]=[CH:9][N:8]=2)[CH:6]=[CH:5][CH:4]=[CH:3][CH:2]=1.C(N(CC)CC)C.[C:35](Cl)(=[O:37])[CH3:36].C([O-])(O)=O.[Na+], predict the reaction product. The product is: [C:1]1([C:7]2[CH:12]=[C:11]([C:13]3[N:17]4[CH:18]=[CH:19][C:20]([CH:22]5[CH2:27][CH2:26][N:25]([C:35](=[O:37])[CH3:36])[CH2:24][CH2:23]5)=[CH:21][C:16]4=[N:15][CH:14]=3)[CH:10]=[CH:9][N:8]=2)[CH:6]=[CH:5][CH:4]=[CH:3][CH:2]=1. (5) Given the reactants [CH:1]1([CH2:6][C@H:7]([CH2:25][N:26]([CH:35]=[O:36])[O:27]CC2C=CC=CC=2)[C:8]([N:10]2[C@H:14]([C:15]([NH:17][C:18]3[CH:23]=[CH:22][CH:21]=[CH:20][N+:19]=3[O-:24])=[O:16])[CH2:13][CH:12]=[N:11]2)=[O:9])[CH2:5][CH2:4][CH2:3][CH2:2]1, predict the reaction product. The product is: [CH:1]1([CH2:6][C@H:7]([CH2:25][N:26]([CH:35]=[O:36])[OH:27])[C:8]([N:10]2[C@H:14]([C:15]([NH:17][C:18]3[CH:23]=[CH:22][CH:21]=[CH:20][N+:19]=3[O-:24])=[O:16])[CH2:13][CH:12]=[N:11]2)=[O:9])[CH2:2][CH2:3][CH2:4][CH2:5]1. (6) Given the reactants [F:1][C:2]1[CH:3]=[C:4]([C:9]2[CH:18]=[N:17][C:16]3[C:11](=[CH:12][C:13]([C:29]4[CH:34]=[CH:33][C:32]([F:35])=[C:31]([F:36])[CH:30]=4)=[C:14]([OH:28])[C:15]=3[C:19]([NH:21][CH2:22][C:23]([O:25]CC)=[O:24])=[O:20])[N:10]=2)[CH:5]=[CH:6][C:7]=1[F:8].[OH-].[Na+], predict the reaction product. The product is: [F:1][C:2]1[CH:3]=[C:4]([C:9]2[CH:18]=[N:17][C:16]3[C:11](=[CH:12][C:13]([C:29]4[CH:34]=[CH:33][C:32]([F:35])=[C:31]([F:36])[CH:30]=4)=[C:14]([OH:28])[C:15]=3[C:19]([NH:21][CH2:22][C:23]([OH:25])=[O:24])=[O:20])[N:10]=2)[CH:5]=[CH:6][C:7]=1[F:8].